From a dataset of Forward reaction prediction with 1.9M reactions from USPTO patents (1976-2016). Predict the product of the given reaction. The product is: [C:1]([O:5][C:6](=[O:7])[NH:8][CH2:9][C:10]([N:57]1[CH2:56][CH2:55][CH:54]([NH:53][C:48]2[CH:49]=[CH:50][CH:51]=[CH:52][C:47]=2[Cl:46])[CH2:59][CH2:58]1)=[O:12])([CH3:2])([CH3:3])[CH3:4]. Given the reactants [C:1]([O:5][C:6]([NH:8][CH2:9][C:10]([OH:12])=O)=[O:7])([CH3:4])([CH3:3])[CH3:2].CCN(C(C)C)C(C)C.C1C=CC2N(O)N=NC=2C=1.CCN=C=NCCCN(C)C.Cl.Cl.Cl.[Cl:46][C:47]1[CH:52]=[CH:51][CH:50]=[CH:49][C:48]=1[NH:53][CH:54]1[CH2:59][CH2:58][NH:57][CH2:56][CH2:55]1, predict the reaction product.